Dataset: Forward reaction prediction with 1.9M reactions from USPTO patents (1976-2016). Task: Predict the product of the given reaction. (1) Given the reactants [F:1][C:2]1[CH:3]=[C:4]([CH:8]=[C:9]([C:11]([F:14])([F:13])[F:12])[CH:10]=1)[C:5]([OH:7])=O.[F:15][C:16]([F:29])([F:28])[C:17]1[CH:18]=[C:19]([CH:21]=[C:22]([C:24]([F:27])([F:26])[F:25])[CH:23]=1)[NH2:20], predict the reaction product. The product is: [F:15][C:16]([F:28])([F:29])[C:17]1[CH:18]=[C:19]([NH:20][C:5](=[O:7])[C:4]2[CH:8]=[C:9]([C:11]([F:14])([F:13])[F:12])[CH:10]=[C:2]([F:1])[CH:3]=2)[CH:21]=[C:22]([C:24]([F:25])([F:27])[F:26])[CH:23]=1. (2) Given the reactants Cl[C:2]1[N:11]=[C:10](Cl)[C:9]2[C:4](=[CH:5][CH:6]=[CH:7][CH:8]=2)[N:3]=1.[CH:13]1([NH2:19])[CH2:18][CH2:17][CH2:16][CH2:15][CH2:14]1.[NH:20]1[CH:24]=[CH:23][CH:22]=[N:21]1, predict the reaction product. The product is: [CH:13]1([NH:19][C:10]2[C:9]3[C:4](=[CH:5][CH:6]=[CH:7][CH:8]=3)[N:3]=[C:2]([N:20]3[CH:24]=[CH:23][CH:22]=[N:21]3)[N:11]=2)[CH2:18][CH2:17][CH2:16][CH2:15][CH2:14]1.